This data is from Full USPTO retrosynthesis dataset with 1.9M reactions from patents (1976-2016). The task is: Predict the reactants needed to synthesize the given product. Given the product [CH2:33]([N:3]([CH2:1][CH3:2])[C:4](=[O:32])[C:5]1[CH:10]=[CH:9][CH:8]=[C:7]([C:11]2[CH:12]=[CH:13][C:14]3[CH:15]([CH:26]4[CH2:31][CH2:30][NH:29][CH2:28][CH2:27]4)[C:16]4[C:21]([O:22][C:23]=3[CH:24]=2)=[C:20]([OH:25])[CH:19]=[CH:18][CH:17]=4)[CH:6]=1)[CH3:34], predict the reactants needed to synthesize it. The reactants are: [CH2:1]([N:3]([CH2:33][CH3:34])[C:4](=[O:32])[C:5]1[CH:10]=[CH:9][CH:8]=[C:7]([C:11]2[CH:12]=[CH:13][C:14]3[C:15](=[C:26]4[CH2:31][CH2:30][NH:29][CH2:28][CH2:27]4)[C:16]4[C:21]([O:22][C:23]=3[CH:24]=2)=[C:20]([OH:25])[CH:19]=[CH:18][CH:17]=4)[CH:6]=1)[CH3:2].C(NC(C1C=CC2C(=C3CCNCC3)C3C(OC=2C=1)=C(O)C=CC=3)=O)C.C(O)(C(F)(F)F)=O.